Task: Predict the product of the given reaction.. Dataset: Forward reaction prediction with 1.9M reactions from USPTO patents (1976-2016) Given the reactants [F:1][C:2]([F:28])([F:27])[O:3][C:4]1[CH:9]=[CH:8][C:7]([N:10]2[C:14]3[CH:15]=[CH:16][C:17]4[CH:22]=[C:21]([C:23]([O:25]C)=[O:24])[CH:20]=[CH:19][C:18]=4[C:13]=3[N:12]=[CH:11]2)=[CH:6][CH:5]=1.O[Li].O, predict the reaction product. The product is: [F:28][C:2]([F:1])([F:27])[O:3][C:4]1[CH:9]=[CH:8][C:7]([N:10]2[C:14]3[CH:15]=[CH:16][C:17]4[CH:22]=[C:21]([C:23]([OH:25])=[O:24])[CH:20]=[CH:19][C:18]=4[C:13]=3[N:12]=[CH:11]2)=[CH:6][CH:5]=1.